This data is from Forward reaction prediction with 1.9M reactions from USPTO patents (1976-2016). The task is: Predict the product of the given reaction. (1) Given the reactants [CH2:1]([C:5]1[N:6]=[C:7]([NH2:23])[C:8]2[N:13]([CH2:14][O:15][CH2:16][CH2:17][Si:18]([CH3:21])([CH3:20])[CH3:19])[CH:12]=[C:11](I)[C:9]=2[N:10]=1)[CH2:2][CH2:3][CH3:4].[CH2:24]([N:30]1[CH2:35][CH2:34][CH2:33][CH2:32][CH2:31]1)[CH2:25][CH2:26][CH2:27][C:28]#[CH:29].C(N(CC)CC)C, predict the reaction product. The product is: [CH2:1]([C:5]1[N:6]=[C:7]([NH2:23])[C:8]2[N:13]([CH2:14][O:15][CH2:16][CH2:17][Si:18]([CH3:21])([CH3:20])[CH3:19])[CH:12]=[C:11]([C:29]#[C:28][CH2:27][CH2:26][CH2:25][CH2:24][N:30]3[CH2:31][CH2:32][CH2:33][CH2:34][CH2:35]3)[C:9]=2[N:10]=1)[CH2:2][CH2:3][CH3:4]. (2) Given the reactants C(=O)([O-])[O-].[Na+].[Na+].C1(C)C=CC=CC=1.C(OP(O[CH2:23][C:24]1[O:28][N:27]=[C:26]([C:29]([O:31][CH2:32][CH3:33])=[O:30])[CH:25]=1)(OCC)=O)C.[O:34]1[CH:38]=[CH:37][CH:36]=[C:35]1B(O)O, predict the reaction product. The product is: [O:34]1[CH:38]=[CH:37][CH:36]=[C:35]1[CH2:23][C:24]1[O:28][N:27]=[C:26]([C:29]([O:31][CH2:32][CH3:33])=[O:30])[CH:25]=1. (3) Given the reactants Cl.[CH2:2]1[C:7]2([CH2:12][CH2:11][CH:10]([CH2:13][C:14]([O:16][CH3:17])=[O:15])[CH2:9][CH2:8]2)[CH2:6][CH2:5][NH:4][CH2:3]1.CCN(C(C)C)C(C)C.Cl[C:28]([O:30][CH:31]1[CH:38]2[CH2:39][CH:34]3[CH2:35][CH:36]([CH2:40][CH:32]1[CH2:33]3)[CH2:37]2)=[O:29].Cl, predict the reaction product. The product is: [CH3:17][O:16][C:14](=[O:15])[CH2:13][CH:10]1[CH2:11][CH2:12][C:7]2([CH2:2][CH2:3][N:4]([C:28]([O:30][CH:31]3[CH:32]4[CH2:40][CH:36]5[CH2:35][CH:34]([CH2:39][CH:38]3[CH2:37]5)[CH2:33]4)=[O:29])[CH2:5][CH2:6]2)[CH2:8][CH2:9]1. (4) The product is: [CH:1]([N:4]([C:27]([C@H:29]1[CH2:34][CH2:33][C@H:32]([CH3:35])[CH2:31][CH2:30]1)=[O:28])[C:5]1[S:9][C:8]([CH:10]2[CH2:15][CH2:14][NH:13][CH2:12][CH2:11]2)=[CH:7][C:6]=1[C:23]([O:25][CH3:26])=[O:24])([CH3:3])[CH3:2]. Given the reactants [CH:1]([N:4]([C:27]([C@H:29]1[CH2:34][CH2:33][C@H:32]([CH3:35])[CH2:31][CH2:30]1)=[O:28])[C:5]1[S:9][C:8]([CH:10]2[CH2:15][CH2:14][N:13](C(OC(C)(C)C)=O)[CH2:12][CH2:11]2)=[CH:7][C:6]=1[C:23]([O:25][CH3:26])=[O:24])([CH3:3])[CH3:2].FC(F)(F)C(O)=O, predict the reaction product. (5) The product is: [CH3:27][N:19]([CH2:18][CH2:17][N:16]1[CH:6]=[CH:5][C:4]2[C:9](=[CH:10][CH:11]=[C:2]([CH3:1])[C:3]=2[N+:13]([O-:15])=[O:14])[C:8]1=[O:12])[C:20](=[O:26])[O:21][C:22]([CH3:25])([CH3:23])[CH3:24]. Given the reactants [CH3:1][C:2]1[C:3]([N+:13]([O-:15])=[O:14])=[C:4]2[C:9](=[CH:10][CH:11]=1)[C:8](=[O:12])O[CH:6]=[CH:5]2.[NH2:16][CH2:17][CH2:18][N:19]([CH3:27])[C:20](=[O:26])[O:21][C:22]([CH3:25])([CH3:24])[CH3:23].C(N(CC)CC)C.CO, predict the reaction product. (6) Given the reactants [C:1]([OH:9])(=[O:8])[C:2]1[CH:7]=[CH:6][CH:5]=[CH:4][CH:3]=1.S(=O)(=O)(O)O.[CH2:15](O)[CH3:16], predict the reaction product. The product is: [C:1]([O:9][CH2:15][CH3:16])(=[O:8])[C:2]1[CH:7]=[CH:6][CH:5]=[CH:4][CH:3]=1. (7) The product is: [C:13]1([C:4]2[CH:3]=[CH:2][CH:7]=[CH:6][C:5]=2[C:8]([O:10][CH2:11][CH3:12])=[O:9])[CH:14]=[CH:15][CH:16]=[CH:17][CH:18]=1.[C:31]1([C:22]2[CH:21]=[CH:20][CH:25]=[CH:24][C:23]=2[C:26]([OH:28])=[O:27])[CH:32]=[CH:33][CH:34]=[CH:35][CH:36]=1. Given the reactants Cl[C:2]1[CH:3]=[C:4]([C:13]2[CH:18]=[CH:17][CH:16]=[CH:15][CH:14]=2)[CH:5]([C:8]([O:10][CH2:11][CH3:12])=[O:9])[CH2:6][CH:7]=1.Cl[C:20]1[CH2:25][CH2:24][C:23]([C:26]([O:28]CC)=[O:27])=[C:22]([C:31]2[CH:36]=[CH:35][CH:34]=[CH:33][CH:32]=2)[CH:21]=1.C[O-].[Na+], predict the reaction product. (8) Given the reactants CC1N=C(NC2C=NC=CN=2)SC=1C1C=CN=CC=1.[N:20]1([C:26]2[CH:31]=[C:30]([CH2:32][C:33](=O)[CH3:34])[CH:29]=[CH:28][N:27]=2)[CH2:25][CH2:24][O:23][CH2:22][CH2:21]1.N1C=CN=CC=1NC(N)=S.[C:46]([NH:49][C:50]([NH2:52])=[S:51])(=[O:48])[CH3:47], predict the reaction product. The product is: [CH3:34][C:33]1[N:52]=[C:50]([NH:49][C:46](=[O:48])[CH3:47])[S:51][C:32]=1[C:30]1[CH:29]=[CH:28][N:27]=[C:26]([N:20]2[CH2:25][CH2:24][O:23][CH2:22][CH2:21]2)[CH:31]=1. (9) Given the reactants [CH2:1]([O:3][C:4](=[O:9])[CH2:5][C:6]([O-:8])=O)[CH3:2].N1C=CC=CC=1C1C=CC=CN=1.[Li]CCCC.[Cl:27][C:28]1[CH:29]=[C:30]([CH:34]=[CH:35][C:36]=1[F:37])C(Cl)=O, predict the reaction product. The product is: [Cl:27][C:28]1[CH:29]=[C:30]([C:6](=[O:8])[CH2:5][C:4]([O:3][CH2:1][CH3:2])=[O:9])[CH:34]=[CH:35][C:36]=1[F:37].